Dataset: NCI-60 drug combinations with 297,098 pairs across 59 cell lines. Task: Regression. Given two drug SMILES strings and cell line genomic features, predict the synergy score measuring deviation from expected non-interaction effect. (1) Drug 1: CC1=CC=C(C=C1)C2=CC(=NN2C3=CC=C(C=C3)S(=O)(=O)N)C(F)(F)F. Drug 2: CC12CCC3C(C1CCC2O)C(CC4=C3C=CC(=C4)O)CCCCCCCCCS(=O)CCCC(C(F)(F)F)(F)F. Cell line: UACC-257. Synergy scores: CSS=-1.54, Synergy_ZIP=0.661, Synergy_Bliss=-1.27, Synergy_Loewe=-0.374, Synergy_HSA=-3.51. (2) Drug 1: CC12CCC3C(C1CCC2=O)CC(=C)C4=CC(=O)C=CC34C. Drug 2: C1C(C(OC1N2C=NC3=C2NC=NCC3O)CO)O. Cell line: SK-OV-3. Synergy scores: CSS=19.1, Synergy_ZIP=0.227, Synergy_Bliss=0.000730, Synergy_Loewe=-12.4, Synergy_HSA=1.31. (3) Drug 1: C1CN1P(=S)(N2CC2)N3CC3. Drug 2: C(CCl)NC(=O)N(CCCl)N=O. Cell line: SR. Synergy scores: CSS=73.8, Synergy_ZIP=4.40, Synergy_Bliss=6.12, Synergy_Loewe=1.10, Synergy_HSA=7.57. (4) Drug 1: CC1=C2C(C(=O)C3(C(CC4C(C3C(C(C2(C)C)(CC1OC(=O)C(C(C5=CC=CC=C5)NC(=O)OC(C)(C)C)O)O)OC(=O)C6=CC=CC=C6)(CO4)OC(=O)C)OC)C)OC. Drug 2: CC(C)(C#N)C1=CC(=CC(=C1)CN2C=NC=N2)C(C)(C)C#N. Cell line: SF-268. Synergy scores: CSS=48.9, Synergy_ZIP=11.8, Synergy_Bliss=11.4, Synergy_Loewe=-13.0, Synergy_HSA=11.5. (5) Drug 1: C1C(C(OC1N2C=C(C(=O)NC2=O)F)CO)O. Drug 2: CCN(CC)CCCC(C)NC1=C2C=C(C=CC2=NC3=C1C=CC(=C3)Cl)OC. Cell line: DU-145. Synergy scores: CSS=20.0, Synergy_ZIP=-7.20, Synergy_Bliss=-1.17, Synergy_Loewe=-3.58, Synergy_HSA=1.22.